From a dataset of Forward reaction prediction with 1.9M reactions from USPTO patents (1976-2016). Predict the product of the given reaction. Given the reactants [Cl-].[Al+3].[Cl-].[Cl-].[CH3:5][O:6][C:7]1[CH:8]=[CH:9][C:10]2[C:11]3[CH:12]=[C:13]4[S:30][C:29]5[C:24](=[CH:25][CH:26]=[CH:27][CH:28]=5)[C:14]4=[CH:15][C:16]=3[C:17]([CH2:22][CH3:23])([CH2:20][CH3:21])[C:18]=2[CH:19]=1.[C:31](Cl)(=[O:33])[CH3:32], predict the reaction product. The product is: [C:31]([C:26]1[CH:25]=[C:24]2[C:29]([S:30][C:13]3[C:14]2=[CH:15][C:16]2[C:17]([CH2:20][CH3:21])([CH2:22][CH3:23])[C:18]4[CH:19]=[C:7]([O:6][CH3:5])[CH:8]=[CH:9][C:10]=4[C:11]=2[CH:12]=3)=[CH:28][CH:27]=1)(=[O:33])[CH3:32].